From a dataset of Catalyst prediction with 721,799 reactions and 888 catalyst types from USPTO. Predict which catalyst facilitates the given reaction. (1) Reactant: [NH:1]1[C:9]2[C:4](=[CH:5][CH:6]=[CH:7][CH:8]=2)[CH2:3][C:2]1=[O:10].[Br:11]N1C(=O)CCC1=O. Product: [Br:11][C:6]1[CH:5]=[C:4]2[C:9](=[CH:8][CH:7]=1)[NH:1][C:2](=[O:10])[CH2:3]2. The catalyst class is: 10. (2) Reactant: [C:1]([O:5][C:6]([N:8]1[CH2:11][C:10]2([CH2:14][NH:13][CH2:12]2)[CH2:9]1)=[O:7])([CH3:4])([CH3:3])[CH3:2].[OH-].[K+].[CH3:17][C:18](OC(C)=O)=[O:19]. Product: [C:1]([O:5][C:6]([N:8]1[CH2:11][C:10]2([CH2:12][N:13]([C:18](=[O:19])[CH3:17])[CH2:14]2)[CH2:9]1)=[O:7])([CH3:4])([CH3:2])[CH3:3]. The catalyst class is: 2. (3) Reactant: [NH2:1][C@H:2]1[C@@H:6]2[O:7][C:8]([CH3:11])([CH3:10])[O:9][C@@H:5]2[C@@H:4]([OH:12])[CH2:3]1.C1(C)C=CC=CC=1.[C:20]([O:24][C:25]([NH:27][C@H:28]([C:36]([OH:38])=[O:37])[CH2:29][C:30]1[CH:35]=[CH:34][CH:33]=[CH:32][CH:31]=1)=[O:26])([CH3:23])([CH3:22])[CH3:21]. Product: [C:20]([O:24][C:25]([NH:27][C@@H:28]([CH2:29][C:30]1[CH:31]=[CH:32][CH:33]=[CH:34][CH:35]=1)[C:36]([O-:38])=[O:37])=[O:26])([CH3:23])([CH3:21])[CH3:22].[OH:12][C@@H:4]1[C@H:5]2[O:9][C:8]([CH3:10])([CH3:11])[O:7][C@H:6]2[C@H:2]([NH3+:1])[CH2:3]1. The catalyst class is: 32. (4) Reactant: O.[OH-].[Li+].[C:4]([C:6]1[CH:7]=[C:8]([C:13]2[N:17]([C:18]3[CH:23]=[CH:22][CH:21]=[C:20]([C:24]#[N:25])[CH:19]=3)[N:16]=[C:15]([C:26]([O:28]CC)=[O:27])[CH:14]=2)[CH:9]=[C:10]([F:12])[CH:11]=1)#[N:5].Cl. Product: [C:4]([C:6]1[CH:7]=[C:8]([C:13]2[N:17]([C:18]3[CH:23]=[CH:22][CH:21]=[C:20]([C:24]#[N:25])[CH:19]=3)[N:16]=[C:15]([C:26]([OH:28])=[O:27])[CH:14]=2)[CH:9]=[C:10]([F:12])[CH:11]=1)#[N:5]. The catalyst class is: 1.